Dataset: Reaction yield outcomes from USPTO patents with 853,638 reactions. Task: Predict the reaction yield, written as a fraction of the theoretical maximum amount of product (1.0 means a 100% yield; for example, 0.34 means a 34% yield). (1) The reactants are [CH3:1][N:2]1[CH:7]=[C:6](B2OC(C)(C)C(C)(C)O2)[CH:5]=[C:4]([NH:17][C:18]2[CH:23]=[CH:22][CH:21]=[CH:20][N:19]=2)[C:3]1=[O:24].Cl[C:26]1[CH:31]=[CH:30][N:29]=[C:28]([N:32]2[C:44](=[O:45])[C:43]3[S:42][C:41]4[CH2:40][CH2:39][CH2:38][CH2:37][C:36]=4[C:35]=3[CH:34]=[N:33]2)[C:27]=1[CH:46]=[O:47].[O-]P([O-])([O-])=O.[K+].[K+].[K+].C([O-])(=O)C.[Na+]. The catalyst is O.C1C=CC(P(C2C=CC=CC=2)[C-]2C=CC=C2)=CC=1.C1C=CC(P(C2C=CC=CC=2)[C-]2C=CC=C2)=CC=1.Cl[Pd]Cl.[Fe+2].C(#N)C. The product is [CH3:1][N:2]1[C:3](=[O:24])[C:4]([NH:17][C:18]2[CH:23]=[CH:22][CH:21]=[CH:20][N:19]=2)=[CH:5][C:6]([C:26]2[CH:31]=[CH:30][N:29]=[C:28]([N:32]3[C:44](=[O:45])[C:43]4[S:42][C:41]5[CH2:40][CH2:39][CH2:38][CH2:37][C:36]=5[C:35]=4[CH:34]=[N:33]3)[C:27]=2[CH:46]=[O:47])=[CH:7]1. The yield is 0.880. (2) The yield is 0.340. The product is [C:10]([O:9][C:7]([NH:1][CH2:2][CH2:3][C:4]([O:6][C:37]1[C:38]2[C:43](=[CH:42][CH:41]=[CH:40][CH:39]=2)[C:34]([O:33][C:29](=[O:32])[CH2:30][CH3:31])=[C:35]([CH2:46]/[CH:47]=[C:48](\[CH3:80])/[CH2:49][CH2:50]/[CH:51]=[C:52](\[CH3:79])/[CH2:53][CH2:54]/[CH:55]=[C:56](\[CH3:78])/[CH2:57][CH2:58]/[CH:59]=[C:60](\[CH3:77])/[CH2:61][CH2:62]/[CH:63]=[C:64](\[CH3:76])/[CH2:65][CH2:66]/[CH:67]=[C:68](\[CH3:75])/[CH2:69][CH2:70][CH:71]=[C:72]([CH3:74])[CH3:73])[C:36]=1[CH3:45])=[O:5])=[O:8])([CH3:13])([CH3:12])[CH3:11]. The reactants are [NH:1]([C:7]([O:9][C:10]([CH3:13])([CH3:12])[CH3:11])=[O:8])[CH2:2][CH2:3][C:4]([OH:6])=[O:5].C1CCC(N=C=NC2CCCCC2)CC1.[C:29]([O:33][C:34]1[C:43]2[C:38](=[CH:39][CH:40]=[CH:41][CH:42]=2)[C:37](O)=[C:36]([CH3:45])[C:35]=1[CH2:46]/[CH:47]=[C:48](\[CH3:80])/[CH2:49][CH2:50]/[CH:51]=[C:52](\[CH3:79])/[CH2:53][CH2:54]/[CH:55]=[C:56](\[CH3:78])/[CH2:57][CH2:58]/[CH:59]=[C:60](\[CH3:77])/[CH2:61][CH2:62]/[CH:63]=[C:64](\[CH3:76])/[CH2:65][CH2:66]/[CH:67]=[C:68](\[CH3:75])/[CH2:69][CH2:70][CH:71]=[C:72]([CH3:74])[CH3:73])(=[O:32])[CH2:30][CH3:31]. The catalyst is CN(C1C=CN=CC=1)C.C(Cl)Cl. (3) The reactants are Cl.[F:2][C:3]1[CH:15]=[CH:14][C:6]([O:7][CH:8]2[CH2:13][CH2:12][NH:11][CH2:10][CH2:9]2)=[CH:5][CH:4]=1.C(N(C(C)C)CC)(C)C.[N:25]([CH2:28][C:29]1[CH:34]=[CH:33][CH:32]=[CH:31][C:30]=1[O:35][CH3:36])=[C:26]=[O:27]. No catalyst specified. The product is [CH3:36][O:35][C:30]1[CH:31]=[CH:32][CH:33]=[CH:34][C:29]=1[CH2:28][NH:25][C:26]([N:11]1[CH2:10][CH2:9][CH:8]([O:7][C:6]2[CH:14]=[CH:15][C:3]([F:2])=[CH:4][CH:5]=2)[CH2:13][CH2:12]1)=[O:27]. The yield is 0.764. (4) The reactants are [NH2:1][C:2]1[CH:7]=[C:6]([Cl:8])[C:5]([C:9]([CH3:13])([CH3:12])[C:10]#[N:11])=[C:4]([Cl:14])[CH:3]=1.[H-].[Na+].[CH3:17][O:18][C:19]1[CH:20]=[C:21]([CH:25]=[CH:26][C:27]=1[O:28][CH3:29])[C:22](Cl)=[O:23].CCCCCC.CCOC(C)=O. The catalyst is C(#N)C. The product is [Cl:14][C:4]1[CH:3]=[C:2]([NH:1][C:22](=[O:23])[C:21]2[CH:25]=[CH:26][C:27]([O:28][CH3:29])=[C:19]([O:18][CH3:17])[CH:20]=2)[CH:7]=[C:6]([Cl:8])[C:5]=1[C:9]([C:10]#[N:11])([CH3:12])[CH3:13]. The yield is 0.490. (5) The reactants are [N+:1]([C:4]1[CH:9]=[CH:8][C:7]([S:10]([CH:13]2[CH2:18][CH2:17][CH:16]([C:19]([O:21][CH3:22])=[O:20])[CH2:15][CH2:14]2)(=[O:12])=[O:11])=[CH:6][CH:5]=1)([O-])=O. The catalyst is C(OCC)(=O)C.[Pd]. The product is [NH2:1][C:4]1[CH:9]=[CH:8][C:7]([S:10]([CH:13]2[CH2:14][CH2:15][CH:16]([C:19]([O:21][CH3:22])=[O:20])[CH2:17][CH2:18]2)(=[O:12])=[O:11])=[CH:6][CH:5]=1. The yield is 1.00. (6) The catalyst is C(Cl)Cl. The reactants are [NH2:1][C:2]1[C:3]([NH:23][C@@H:24]2[CH2:29][CH2:28][CH2:27][N:26]([C:30]([O:32][C:33]([CH3:36])([CH3:35])[CH3:34])=[O:31])[CH2:25]2)=[N:4][CH:5]=[N:6][C:7]=1[N:8]([CH2:16][C:17]1[CH:22]=[CH:21][CH:20]=[CH:19][CH:18]=1)[CH2:9][C:10]1[CH:15]=[CH:14][CH:13]=[CH:12][CH:11]=1.Cl[C:38](Cl)([O:40]C(=O)OC(Cl)(Cl)Cl)Cl. The product is [CH2:16]([N:8]([CH2:9][C:10]1[CH:11]=[CH:12][CH:13]=[CH:14][CH:15]=1)[C:7]1[N:6]=[CH:5][N:4]=[C:3]2[C:2]=1[NH:1][C:38](=[O:40])[N:23]2[C@@H:24]1[CH2:29][CH2:28][CH2:27][N:26]([C:30]([O:32][C:33]([CH3:36])([CH3:35])[CH3:34])=[O:31])[CH2:25]1)[C:17]1[CH:22]=[CH:21][CH:20]=[CH:19][CH:18]=1. The yield is 0.846.